Predict the reactants needed to synthesize the given product. From a dataset of Retrosynthesis with 50K atom-mapped reactions and 10 reaction types from USPTO. (1) Given the product CC(=O)OCC(CNC(=O)c1c(I)c(C(=O)NCC(COC(C)=O)OC(C)=O)c(I)c(N2CCC(Br)C2=O)c1I)OC(C)=O, predict the reactants needed to synthesize it. The reactants are: CC(=O)OCC(CNC(=O)c1c(I)c(N)c(I)c(C(=O)NCC(COC(C)=O)OC(C)=O)c1I)OC(C)=O.O=C(Br)C(Br)CCBr. (2) Given the product Cc1nc(-c2cccc(Cn3c(C(C)C)nc4ccn(-c5cccc(C#N)c5)c(=O)c43)c2)no1, predict the reactants needed to synthesize it. The reactants are: Cc1nc(-c2cccc(Cn3c(C(C)C)nc4cc[nH]c(=O)c43)c2)no1.N#Cc1cccc(B(O)O)c1. (3) Given the product CC(C)(C)OC(=O)N1CCC(CCOc2ccc(C(=O)OCc3ccccc3)cc2)CC1, predict the reactants needed to synthesize it. The reactants are: CC(C)(C)OC(=O)N1CCC(CCO)CC1.O=C(OCc1ccccc1)c1ccc(O)cc1. (4) Given the product COc1ccc(-c2cn(C(=S)Nc3ccccc3)c3ncccc23)cc1OC, predict the reactants needed to synthesize it. The reactants are: COc1ccc(-c2c[nH]c3ncccc23)cc1OC.S=C=Nc1ccccc1. (5) The reactants are: CC(NC(=O)OC(C)(C)C)c1ccc(F)cc1Br.CI. Given the product CC(c1ccc(F)cc1Br)N(C)C(=O)OC(C)(C)C, predict the reactants needed to synthesize it. (6) Given the product COc1ccc(Cl)cc1Br, predict the reactants needed to synthesize it. The reactants are: CI.Oc1ccc(Cl)cc1Br.